From a dataset of Reaction yield outcomes from USPTO patents with 853,638 reactions. Predict the reaction yield, written as a fraction of the theoretical maximum amount of product (1.0 means a 100% yield; for example, 0.34 means a 34% yield). The reactants are [NH2:1][C:2]1[C:7]([NH:8][C:9]2[CH:14]=[CH:13][C:12]([I:15])=[CH:11][C:10]=2[F:16])=[C:6]([CH3:17])[C:5](=[O:18])[N:4]2[CH2:19][CH2:20][O:21][C:3]=12.[CH2:22]([C:25]1([S:28](Cl)(=[O:30])=[O:29])[CH2:27][CH2:26]1)[CH:23]=[CH2:24]. The catalyst is N1C=CC=CC=1. The product is [F:16][C:10]1[CH:11]=[C:12]([I:15])[CH:13]=[CH:14][C:9]=1[NH:8][C:7]1[C:2]([NH:1][S:28]([C:25]2([CH2:22][CH:23]=[CH2:24])[CH2:27][CH2:26]2)(=[O:30])=[O:29])=[C:3]2[O:21][CH2:20][CH2:19][N:4]2[C:5](=[O:18])[C:6]=1[CH3:17]. The yield is 0.300.